From a dataset of Full USPTO retrosynthesis dataset with 1.9M reactions from patents (1976-2016). Predict the reactants needed to synthesize the given product. (1) The reactants are: [Br:1][C:2]1[CH:7]=[CH:6][C:5]([NH:8][C:9]2[N:14]=[C:13]3[C:15]4[C:16](=[C:20]([C:24]([OH:26])=O)[N:21](C)[N:22]=4)[CH2:17][CH2:18][CH2:19][C:12]3=[CH:11][N:10]=2)=[C:4]([O:27][CH3:28])[CH:3]=1.[K].[CH3:30]CN(C(C)C)C(C)C.CN(C(ON1N=NC2C=CC=CC1=2)=[N+](C)C)C.[B-](F)(F)(F)F.[CH2:61]([NH2:68])[C:62]1[CH:67]=[CH:66][CH:65]=[CH:64][CH:63]=1. Given the product [CH2:61]([NH:68][C:24]([C:20]1[C:16]2[CH2:17][CH2:18][CH2:19][C:12]3[C:13](=[N:14][C:9]([NH:8][C:5]4[CH:6]=[CH:7][C:2]([Br:1])=[CH:3][C:4]=4[O:27][CH3:28])=[N:10][CH:11]=3)[C:15]=2[N:22]([CH3:30])[N:21]=1)=[O:26])[C:62]1[CH:67]=[CH:66][CH:65]=[CH:64][CH:63]=1, predict the reactants needed to synthesize it. (2) Given the product [CH:11]([N:24]1[CH2:27][C:26](=[O:28])[CH2:25]1)([C:18]1[CH:23]=[CH:22][CH:21]=[CH:20][CH:19]=1)[C:12]1[CH:13]=[CH:14][CH:15]=[CH:16][CH:17]=1, predict the reactants needed to synthesize it. The reactants are: C(Cl)(=O)C(Cl)=O.CS(C)=O.[CH:11]([N:24]1[CH2:27][CH:26]([OH:28])[CH2:25]1)([C:18]1[CH:23]=[CH:22][CH:21]=[CH:20][CH:19]=1)[C:12]1[CH:17]=[CH:16][CH:15]=[CH:14][CH:13]=1.C(N(CC)CC)C.